This data is from Reaction yield outcomes from USPTO patents with 853,638 reactions. The task is: Predict the reaction yield, written as a fraction of the theoretical maximum amount of product (1.0 means a 100% yield; for example, 0.34 means a 34% yield). (1) The reactants are [CH3:1][S:2](Cl)(=[O:4])=[O:3].[CH:6]1([CH2:12][CH2:13][CH:14]([OH:16])[CH3:15])[CH2:11][CH2:10][CH2:9][CH2:8][CH2:7]1. The catalyst is C(Cl)Cl. The product is [CH3:1][S:2]([O:16][CH:14]([CH3:15])[CH2:13][CH2:12][CH:6]1[CH2:11][CH2:10][CH2:9][CH2:8][CH2:7]1)(=[O:4])=[O:3]. The yield is 0.960. (2) The product is [I:1][C:2]1[CH:3]=[N:4][N:5]([CH2:10][CH2:9][OH:8])[CH:6]=1. The catalyst is CN(C=O)C. The reactants are [I:1][C:2]1[CH:3]=[N:4][NH:5][CH:6]=1.C1(=O)O[CH2:10][CH2:9][O:8]1. The yield is 0.530. (3) The catalyst is O1CCCC1. The yield is 0.910. The product is [CH3:16][O:15][C:13]1[CH:12]=[C:11]([NH:17][CH2:18][C:19]2[C:20]([NH2:27])=[N:21][C:22]([S:25][CH3:26])=[N:23][CH:24]=2)[CH:10]=[C:9]([O:8][CH3:7])[CH:14]=1. The reactants are [H-].[Al+3].[Li+].[H-].[H-].[H-].[CH3:7][O:8][C:9]1[CH:10]=[C:11]([N:17]=[CH:18][C:19]2[C:20]([NH2:27])=[N:21][C:22]([S:25][CH3:26])=[N:23][CH:24]=2)[CH:12]=[C:13]([O:15][CH3:16])[CH:14]=1. (4) The reactants are [F:1][C:2]1[CH:10]=[C:9]2[C:5]([C:6]([C:11]3[CH:32]=[CH:31][C:14]4[N:15]=[C:16]([CH:18]5[CH2:23][CH2:22][N:21](C(OC(C)(C)C)=O)[CH2:20][CH2:19]5)[O:17][C:13]=4[CH:12]=3)=[CH:7][NH:8]2)=[CH:4][CH:3]=1. The catalyst is Cl.CCOCC. The product is [F:1][C:2]1[CH:10]=[C:9]2[C:5]([C:6]([C:11]3[CH:32]=[CH:31][C:14]4[N:15]=[C:16]([CH:18]5[CH2:19][CH2:20][NH:21][CH2:22][CH2:23]5)[O:17][C:13]=4[CH:12]=3)=[CH:7][NH:8]2)=[CH:4][CH:3]=1. The yield is 0.830. (5) The reactants are [CH3:1][O:2][N:3]([CH3:15])[C:4]([C:6]1[NH:7][C:8]2[C:13]([CH:14]=1)=[CH:12][CH:11]=[CH:10][CH:9]=2)=[O:5].[F:16][C:17]1[CH:18]=[C:19](B(O)O)[CH:20]=[CH:21][CH:22]=1.N1C=CC=CC=1. The catalyst is C(Cl)Cl. The product is [F:16][C:17]1[CH:22]=[C:21]([N:7]2[C:8]3[C:13](=[CH:12][CH:11]=[CH:10][CH:9]=3)[CH:14]=[C:6]2[C:4]([N:3]([O:2][CH3:1])[CH3:15])=[O:5])[CH:20]=[CH:19][CH:18]=1. The yield is 0.370. (6) The reactants are [N:1]([C:12]([CH3:14])=[O:13])([CH2:7]NC(C)=O)[CH2:2]NC(C)=O.C=[O:16].[C:17]([OH:20])(=[O:19])C.COCC[O:25][CH3:26]. No catalyst specified. The product is [C:12]([N:1]([CH2:2][C:26]([OH:25])=[O:16])[CH2:7][C:17]([OH:20])=[O:19])(=[O:13])[CH3:14]. The yield is 0.300. (7) The reactants are [F:1][C:2]1[C:7]2[O:8][CH2:9][O:10][C:6]=2[CH:5]=[C:4]([CH:11]=[O:12])[CH:3]=1.[BH4-].[Na+]. The catalyst is CO. The product is [F:1][C:2]1[C:7]2[O:8][CH2:9][O:10][C:6]=2[CH:5]=[C:4]([CH2:11][OH:12])[CH:3]=1. The yield is 0.980.